From a dataset of Forward reaction prediction with 1.9M reactions from USPTO patents (1976-2016). Predict the product of the given reaction. The product is: [Cl:6][C:7]1[N:15]=[C:14]2[C:10]([N:11]=[C:12]([C:32]([OH:33])([CH3:34])[CH3:31])[N:13]2[CH:16]2[CH2:21][CH2:20][CH2:19][CH2:18][O:17]2)=[C:9]([Cl:22])[N:8]=1. Given the reactants [Li]CCCC.[Cl:6][C:7]1[N:15]=[C:14]2[C:10]([N:11]=[CH:12][N:13]2[CH:16]2[CH2:21][CH2:20][CH2:19][CH2:18][O:17]2)=[C:9]([Cl:22])[N:8]=1.CN(CCN(C)C)C.[CH3:31][C:32]([CH3:34])=[O:33], predict the reaction product.